From a dataset of Full USPTO retrosynthesis dataset with 1.9M reactions from patents (1976-2016). Predict the reactants needed to synthesize the given product. Given the product [CH3:1][O:2][C:3]([C:5]1[CH:10]=[CH:9][CH:8]=[CH:7][C:6]=1[S:11][CH2:12][C@@H:13]1[NH:18][CH2:17][C@@H:16]([C:19]([O:21][CH3:22])=[O:20])[CH2:15][CH2:14]1)=[O:4], predict the reactants needed to synthesize it. The reactants are: [CH3:1][O:2][C:3]([C:5]1[CH:10]=[CH:9][CH:8]=[CH:7][C:6]=1[S:11][CH2:12][C:13]1[N:18]=[CH:17][C:16]([C:19]([O:21][CH3:22])=[O:20])=[CH:15][CH:14]=1)=[O:4].[BH3-]C#N.[Na+].